From a dataset of Reaction yield outcomes from USPTO patents with 853,638 reactions. Predict the reaction yield, written as a fraction of the theoretical maximum amount of product (1.0 means a 100% yield; for example, 0.34 means a 34% yield). (1) The reactants are [CH:1]([O:4][C:5]1[CH:13]=[CH:12][C:11]([C:14]#[C:15][C:16]2[CH:21]=[CH:20][CH:19]=[CH:18][C:17]=2[O:22][CH3:23])=[CH:10][C:6]=1[C:7]([OH:9])=O)([CH3:3])[CH3:2].Cl.Cl.[NH2:26][CH:27]([CH2:30][C:31]1[C:35]2[CH:36]=[N:37][CH:38]=[CH:39][C:34]=2[NH:33][CH:32]=1)[CH2:28][OH:29].C1C=CC2N(O)N=NC=2C=1.CCN=C=NCCCN(C)C. The catalyst is CN(C=O)C.O.C(N(CC)CC)C. The product is [OH:29][CH2:28][CH:27]([NH:26][C:7](=[O:9])[C:6]1[CH:10]=[C:11]([C:14]#[C:15][C:16]2[CH:21]=[CH:20][CH:19]=[CH:18][C:17]=2[O:22][CH3:23])[CH:12]=[CH:13][C:5]=1[O:4][CH:1]([CH3:2])[CH3:3])[CH2:30][C:31]1[C:35]2[CH:36]=[N:37][CH:38]=[CH:39][C:34]=2[NH:33][CH:32]=1. The yield is 0.260. (2) The product is [C:16]1([C:15]2[CH:7]=[C:8]3[N:9]([CH:14]=2)[CH:10]=[CH:11][CH:12]=[CH:13]3)[CH:21]=[CH:20][CH:19]=[CH:18][CH:17]=1. The yield is 0.700. The reactants are C(=O)([O-])O.[Na+].[Br-].[CH3:7][C:8]1[CH:13]=[CH:12][CH:11]=[CH:10][N+:9]=1[CH2:14][C:15](=O)[C:16]1[CH:21]=[CH:20][CH:19]=[CH:18][CH:17]=1. The catalyst is O.